Task: Predict the reaction yield, written as a fraction of the theoretical maximum amount of product (1.0 means a 100% yield; for example, 0.34 means a 34% yield).. Dataset: Reaction yield outcomes from USPTO patents with 853,638 reactions (1) The reactants are [N:1]1[C:2]([CH2:10][O:11][C:12]2[CH:17]=[CH:16][N+:15]([O-])=[CH:14][CH:13]=2)=[CH:3][N:4]2[CH:9]=[CH:8][CH:7]=[CH:6][C:5]=12.C(OC(=O)C)(=[O:21])C. No catalyst specified. The product is [N:1]1[C:2]([CH2:10][O:11][C:12]2[CH:17]=[CH:16][NH:15][C:14](=[O:21])[CH:13]=2)=[CH:3][N:4]2[CH:9]=[CH:8][CH:7]=[CH:6][C:5]=12. The yield is 0.630. (2) The reactants are [CH3:1][N:2]([CH3:24])[C:3]1[N:8]=[CH:7][C:6]([C:9]2[CH:14]=[CH:13][N:12]=[C:11]([NH:15][C:16]3[CH:17]=[C:18]([NH2:23])[CH:19]=[CH:20][C:21]=3[CH3:22])[N:10]=2)=[CH:5][CH:4]=1.[F:25][C:26]([F:37])([F:36])[C:27]1[CH:28]=[C:29]([CH:33]=[CH:34][CH:35]=1)[C:30](O)=[O:31].F[P-](F)(F)(F)(F)F.N1(O[P+](N(C)C)(N(C)C)N(C)C)C2C=CC=CC=2N=N1.CCN(C(C)C)C(C)C. The catalyst is CN(C=O)C.O. The product is [CH3:24][N:2]([CH3:1])[C:3]1[N:8]=[CH:7][C:6]([C:9]2[CH:14]=[CH:13][N:12]=[C:11]([NH:15][C:16]3[CH:17]=[C:18]([NH:23][C:30](=[O:31])[C:29]4[CH:33]=[CH:34][CH:35]=[C:27]([C:26]([F:25])([F:36])[F:37])[CH:28]=4)[CH:19]=[CH:20][C:21]=3[CH3:22])[N:10]=2)=[CH:5][CH:4]=1. The yield is 0.610.